Dataset: Full USPTO retrosynthesis dataset with 1.9M reactions from patents (1976-2016). Task: Predict the reactants needed to synthesize the given product. (1) Given the product [Br:23][C:19]1[CH:18]=[C:17]([N:4]2[C:5]3[C:10](=[CH:9][CH:8]=[CH:7][N:6]=3)[C:11](=[O:16])[C:12]([C:13]([OH:15])=[O:14])=[CH:3]2)[CH:22]=[CH:21][CH:20]=1, predict the reactants needed to synthesize it. The reactants are: C([C:3]1[N:4]([C:17]2[CH:22]=[CH:21][CH:20]=[C:19]([Br:23])[CH:18]=2)[C:5]2[C:10]([C:11](=[O:16])[C:12]=1[C:13]([O-:15])=[O:14])=[CH:9][CH:8]=[CH:7][N:6]=2)C.CO.[OH-].[Na+]. (2) Given the product [C:37]([OH:42])(=[O:41])[C:38]([OH:40])=[O:39].[OH:18][C@@H:20]1[CH2:21][C:22]2[C:27](=[CH:26][CH:25]=[CH:24][CH:23]=2)[C@H:19]1[O:16][C:7]1[C:8]2[N:12]=[C:11]([CH3:13])[N:10]([CH3:14])[C:9]=2[CH:15]=[C:5]([C:3]([N:2]([CH3:1])[CH3:17])=[O:4])[CH:6]=1, predict the reactants needed to synthesize it. The reactants are: [CH3:1][N:2]([CH3:17])[C:3]([C:5]1[CH:6]=[C:7]([OH:16])[C:8]2[N:12]=[C:11]([CH3:13])[N:10]([CH3:14])[C:9]=2[CH:15]=1)=[O:4].[O:18]1[CH:20]2[CH2:21][C:22]3[C:27]([CH:19]12)=[CH:26][CH:25]=[CH:24][CH:23]=3.C(N(CC)CC)C.O.O.[C:37]([OH:42])(=[O:41])[C:38]([OH:40])=[O:39]. (3) Given the product [F:1][C:2]1[CH:7]=[C:6]([C:18]2[CH:19]=[C:14]([CH:15]=[CH:16][CH:17]=2)[CH:20]=[O:21])[CH:5]=[CH:4][N:3]=1, predict the reactants needed to synthesize it. The reactants are: [F:1][C:2]1[CH:7]=[C:6](I)[CH:5]=[CH:4][N:3]=1.C(OB([C:14]1[CH:19]=[CH:18][CH:17]=[CH:16][CH:15]=1)O)=O.[C:20](=O)([O-])[O-:21].[K+].[K+].O. (4) Given the product [O-:45][S:42]([C:41]([F:54])([F:53])[F:40])(=[O:44])=[O:43].[CH2:20]([C@@:19]1([CH3:23])[CH2:18][C@H:8]([C:4]2[CH:5]=[CH:6][CH:7]=[C:2]([Cl:1])[CH:3]=2)[C@@H:9]([C:11]2[CH:16]=[CH:15][C:14]([Cl:17])=[CH:13][CH:12]=2)[N+:28]2[C@@H:27]([CH2:29][CH3:30])[C@H:26]([CH3:31])[O:25][C:24]1=2)[CH:21]=[CH2:22], predict the reactants needed to synthesize it. The reactants are: [Cl:1][C:2]1[CH:3]=[C:4]([C@@H:8]([CH2:18][C@:19]([C:24]2[O:25][C@@H:26]([CH3:31])[C@H:27]([CH2:29][CH3:30])[N:28]=2)([CH3:23])[CH2:20][CH:21]=[CH2:22])[C@H:9]([C:11]2[CH:16]=[CH:15][C:14]([Cl:17])=[CH:13][CH:12]=2)O)[CH:5]=[CH:6][CH:7]=1.N1C(C)=CC=CC=1C.[F:40][C:41]([F:54])([F:53])[S:42]([O:45]S(C(F)(F)F)(=O)=O)(=[O:44])=[O:43].